This data is from Full USPTO retrosynthesis dataset with 1.9M reactions from patents (1976-2016). The task is: Predict the reactants needed to synthesize the given product. (1) Given the product [CH2:29]([N:33]([CH2:9][CH2:3][CH2:4][CH3:5])[C:9](=[O:11])[C@H:3]([CH2:4][CH2:5][C:6]([OH:8])=[O:7])[NH:2][C:17](=[O:18])[CH:16]([CH2:14][CH3:15])[CH2:20][CH2:21][CH2:22][CH3:23])[CH2:30][CH2:31][CH3:32], predict the reactants needed to synthesize it. The reactants are: O.[NH2:2][C@H:3]([C:9]([O-:11])=O)[CH2:4][CH2:5][C:6]([O-:8])=[O:7].[Na+].[Na+].[CH2:14]([CH:16]([CH2:20][CH2:21][CH2:22][CH3:23])[C:17](Cl)=[O:18])[CH3:15].S(=O)(=O)(O)O.[CH2:29]([NH2:33])[CH2:30][CH2:31][CH3:32]. (2) Given the product [CH2:16]([N:18]([CH2:22][CH3:23])[C:19]([N:1]1[CH2:6][CH2:5][C:4](=[O:7])[CH2:3][CH2:2]1)=[O:21])[CH3:17], predict the reactants needed to synthesize it. The reactants are: [NH:1]1[CH2:6][CH2:5][C:4](=[O:7])[CH2:3][CH2:2]1.C(N(CC)CC)C.[Cl-].[CH2:16]([N:18]([CH2:22][CH3:23])[C:19](=[O:21])C)[CH3:17]. (3) The reactants are: I[C:2]1[CH:3]=[CH:4][CH:5]=[C:6]2[C:11]=1[N:10]=[CH:9][C:8]([S:12]([C:15]1[CH:20]=[CH:19][CH:18]=[CH:17][CH:16]=1)(=[O:14])=[O:13])=[CH:7]2.[C:21]([O:25][C:26]([N:28]1[CH2:33][C@@H:32]2[CH2:34][C@H:29]1[CH2:30][NH:31]2)=[O:27])([CH3:24])([CH3:23])[CH3:22].CC(C)([O-])C.[Na+]. Given the product [C:21]([O:25][C:26]([N:28]1[CH2:33][C@@H:32]2[CH2:34][C@H:29]1[CH2:30][N:31]2[C:2]1[CH:3]=[CH:4][CH:5]=[C:6]2[C:11]=1[N:10]=[CH:9][C:8]([S:12]([C:15]1[CH:20]=[CH:19][CH:18]=[CH:17][CH:16]=1)(=[O:14])=[O:13])=[CH:7]2)=[O:27])([CH3:24])([CH3:22])[CH3:23], predict the reactants needed to synthesize it. (4) Given the product [N:15]1([C:8]([N:10]2[CH2:11][CH2:23][CH:24]([O:27][C:28]3[N:33]=[CH:32][N:31]=[C:30]([N:34]4[C:42]5[C:37](=[CH:38][C:39]([S:43]([CH2:46][CH2:47][CH3:48])(=[O:45])=[O:44])=[CH:40][CH:41]=5)[CH2:36][CH2:35]4)[CH:29]=3)[CH2:13][CH2:14]2)=[O:9])[CH:19]=[CH:18][N:17]=[CH:16]1, predict the reactants needed to synthesize it. The reactants are: C(N(CC)CC)C.[C:8]([N:15]1[CH:19]=[CH:18][N:17]=[CH:16]1)([N:10]1[CH:14]=[CH:13]N=[CH:11]1)=[O:9].Cl.N1CC[CH:24]([O:27][C:28]2[N:33]=[CH:32][N:31]=[C:30]([N:34]3[C:42]4[C:37](=[CH:38][C:39]([S:43]([CH2:46][CH2:47][CH3:48])(=[O:45])=[O:44])=[CH:40][CH:41]=4)[CH2:36][CH2:35]3)[CH:29]=2)[CH2:23]C1. (5) Given the product [CH:1]1([CH:7]2[CH2:8][CH2:9][N:10]([C:13]([C:15]3[CH:16]=[N:17][C:18]4[N:19]([N:30]=[CH:31][C:32]=4[C:33]([NH:41][S:38]([CH2:36][CH3:37])(=[O:40])=[O:39])=[O:34])[C:20]=3[NH:21][C:22]3[CH:27]=[C:26]([CH3:28])[CH:25]=[CH:24][C:23]=3[CH3:29])=[O:14])[CH2:11][CH2:12]2)[CH2:2][CH2:3][CH2:4][CH2:5][CH2:6]1, predict the reactants needed to synthesize it. The reactants are: [CH:1]1([CH:7]2[CH2:12][CH2:11][N:10]([C:13]([C:15]3[CH:16]=[N:17][C:18]4[N:19]([N:30]=[CH:31][C:32]=4[C:33](O)=[O:34])[C:20]=3[NH:21][C:22]3[CH:27]=[C:26]([CH3:28])[CH:25]=[CH:24][C:23]=3[CH3:29])=[O:14])[CH2:9][CH2:8]2)[CH2:6][CH2:5][CH2:4][CH2:3][CH2:2]1.[CH2:36]([S:38]([NH2:41])(=[O:40])=[O:39])[CH3:37]. (6) The reactants are: [CH2:1]([N:3]1[CH:7]=[C:6]([CH2:8][N:9]([C:23]2[CH:28]=[CH:27][C:26]([CH:29]([CH3:31])[CH3:30])=[CH:25][CH:24]=2)[C:10]([CH:12]2[C:21]3[C:16](=[C:17]([OH:22])[CH:18]=[CH:19][CH:20]=3)[CH2:15][CH2:14][CH2:13]2)=[O:11])[CH:5]=[N:4]1)[CH3:2].Br[CH2:33][C:34]([O:36][CH2:37][CH3:38])=[O:35]. Given the product [CH2:1]([N:3]1[CH:7]=[C:6]([CH2:8][N:9]([C:23]2[CH:24]=[CH:25][C:26]([CH:29]([CH3:30])[CH3:31])=[CH:27][CH:28]=2)[C:10]([CH:12]2[CH2:13][CH2:14][CH2:15][C:16]3[C:17]([O:22][CH2:33][C:34]([O:36][CH2:37][CH3:38])=[O:35])=[CH:18][CH:19]=[CH:20][C:21]2=3)=[O:11])[CH:5]=[N:4]1)[CH3:2], predict the reactants needed to synthesize it.